This data is from Peptide-MHC class II binding affinity with 134,281 pairs from IEDB. The task is: Regression. Given a peptide amino acid sequence and an MHC pseudo amino acid sequence, predict their binding affinity value. This is MHC class II binding data. (1) The peptide sequence is NNVVQALTSLGLLYT. The MHC is DRB1_0301 with pseudo-sequence DRB1_0301. The binding affinity (normalized) is 0.543. (2) The peptide sequence is FTLGRDGHEKPMNVQ. The MHC is HLA-DQA10103-DQB10603 with pseudo-sequence HLA-DQA10103-DQB10603. The binding affinity (normalized) is 0. (3) The peptide sequence is FLGCLVKEIPPRLLY. The MHC is DRB1_0401 with pseudo-sequence DRB1_0401. The binding affinity (normalized) is 0.262. (4) The peptide sequence is GEPQIVDKIDAAFKI. The MHC is DRB5_0101 with pseudo-sequence DRB5_0101. The binding affinity (normalized) is 0.612. (5) The peptide sequence is KASTGGAYESYKFIPALEAA. The MHC is HLA-DPA10103-DPB10301 with pseudo-sequence HLA-DPA10103-DPB10301. The binding affinity (normalized) is 0.874. (6) The peptide sequence is TLSVTFIGAAPLILSY. The MHC is H-2-IAk with pseudo-sequence H-2-IAk. The binding affinity (normalized) is 0.210. (7) The peptide sequence is EKKYGAATQFEPLAA. The MHC is HLA-DPA10103-DPB10601 with pseudo-sequence HLA-DPA10103-DPB10601. The binding affinity (normalized) is 0.692. (8) The peptide sequence is EDDLLNRNNTFKPFA. The MHC is DRB1_0901 with pseudo-sequence DRB1_0901. The binding affinity (normalized) is 0.151. (9) The peptide sequence is VKLVDANGKLHDKKS. The binding affinity (normalized) is 0.159. The MHC is DRB1_1501 with pseudo-sequence DRB1_1501. (10) The peptide sequence is NCEALSLVSHIVKWK. The MHC is DRB1_0401 with pseudo-sequence DRB1_0401. The binding affinity (normalized) is 0.272.